This data is from Forward reaction prediction with 1.9M reactions from USPTO patents (1976-2016). The task is: Predict the product of the given reaction. (1) Given the reactants [C:1]([O:5][C:6]([N:8]1[CH2:13][CH2:12][CH:11]([O:14][C:15]2[CH:20]=[C:19]([O:21][CH2:22][CH3:23])[CH:18]=[C:17]([CH:24]([C:27]([OH:29])=O)[O:25][CH3:26])[C:16]=2[F:30])[CH2:10][CH2:9]1)=[O:7])([CH3:4])([CH3:3])[CH3:2].[NH2:31][CH2:32][C:33]1[CH:40]=[CH:39][C:36]([C:37]#[N:38])=[CH:35][CH:34]=1, predict the reaction product. The product is: [C:1]([O:5][C:6]([N:8]1[CH2:9][CH2:10][CH:11]([O:14][C:15]2[CH:20]=[C:19]([O:21][CH2:22][CH3:23])[CH:18]=[C:17]([CH:24]([C:27](=[O:29])[NH:38][CH2:37][C:36]3[CH:39]=[CH:40][C:33]([C:32]#[N:31])=[CH:34][CH:35]=3)[O:25][CH3:26])[C:16]=2[F:30])[CH2:12][CH2:13]1)=[O:7])([CH3:2])([CH3:4])[CH3:3]. (2) Given the reactants [ClH:1].[CH:2]1([N:5]2[CH2:10][CH2:9][N:8]([C:11]3[CH:16]=[C:15]([CH2:17][N:18]4[C:22]([CH3:23])=[CH:21][C:20]([C:24]5[O:28][N:27]=[C:26]([C:29]6[CH:34]=[CH:33][C:32]([O:35][C:36]([F:39])([F:38])[F:37])=[CH:31][CH:30]=6)[N:25]=5)=[N:19]4)[CH:14]=[CH:13][N:12]=3)[CH2:7][CH2:6]2)[CH2:4][CH2:3]1.C(O)(C)C, predict the reaction product. The product is: [ClH:1].[CH:2]1([N:5]2[CH2:10][CH2:9][N:8]([C:11]3[CH:16]=[C:15]([CH2:17][N:18]4[C:22]([CH3:23])=[CH:21][C:20]([C:24]5[O:28][N:27]=[C:26]([C:29]6[CH:34]=[CH:33][C:32]([O:35][C:36]([F:39])([F:37])[F:38])=[CH:31][CH:30]=6)[N:25]=5)=[N:19]4)[CH:14]=[CH:13][N:12]=3)[CH2:7][CH2:6]2)[CH2:4][CH2:3]1. (3) Given the reactants [CH3:1][O:2][C:3]1[CH:4]=[C:5]2[C:10](=[CH:11][C:12]=1[O:13][CH3:14])[N:9]=[CH:8][CH:7]=[C:6]2[O:15][C:16]1[CH:22]=[CH:21][C:19]([NH2:20])=[CH:18][C:17]=1[F:23].C(N(CC)CC)C.ClC(Cl)(O[C:35](=[O:41])OC(Cl)(Cl)Cl)Cl.[CH2:43]([N:50]1[CH2:55][CH2:54][CH:53]([NH2:56])[CH2:52][CH2:51]1)[C:44]1[CH:49]=[CH:48][CH:47]=[CH:46][CH:45]=1, predict the reaction product. The product is: [CH2:43]([N:50]1[CH2:55][CH2:54][CH:53]([NH:56][C:35]([NH:20][C:19]2[CH:21]=[CH:22][C:16]([O:15][C:6]3[C:5]4[C:10](=[CH:11][C:12]([O:13][CH3:14])=[C:3]([O:2][CH3:1])[CH:4]=4)[N:9]=[CH:8][CH:7]=3)=[C:17]([F:23])[CH:18]=2)=[O:41])[CH2:52][CH2:51]1)[C:44]1[CH:45]=[CH:46][CH:47]=[CH:48][CH:49]=1.